This data is from Full USPTO retrosynthesis dataset with 1.9M reactions from patents (1976-2016). The task is: Predict the reactants needed to synthesize the given product. (1) The reactants are: [Cl:1][C:2]1[CH:15]=[CH:14][C:5]([CH2:6][NH:7]C(=O)C(F)(F)F)=[CH:4][C:3]=1[C:16]1[NH:20][C:19](=[O:21])[N:18]([C:22]2[CH:27]=[CH:26][C:25]([C:28]([F:31])([F:30])[F:29])=[CH:24][CH:23]=2)[N:17]=1.[OH-].[K+]. Given the product [NH2:7][CH2:6][C:5]1[CH:14]=[CH:15][C:2]([Cl:1])=[C:3]([C:16]2[NH:20][C:19](=[O:21])[N:18]([C:22]3[CH:23]=[CH:24][C:25]([C:28]([F:31])([F:30])[F:29])=[CH:26][CH:27]=3)[N:17]=2)[CH:4]=1, predict the reactants needed to synthesize it. (2) Given the product [Cl:1][C:2]1[CH:8]=[CH:7][C:6]([N+:9]([O-:11])=[O:10])=[CH:5][C:3]=1[NH:4][C:14](=[O:15])[C:13]([F:24])([F:23])[F:12], predict the reactants needed to synthesize it. The reactants are: [Cl:1][C:2]1[CH:8]=[CH:7][C:6]([N+:9]([O-:11])=[O:10])=[CH:5][C:3]=1[NH2:4].[F:12][C:13]([F:24])([F:23])[C:14](O[C:14](=[O:15])[C:13]([F:24])([F:23])[F:12])=[O:15].C(N(CC)CC)C.